From a dataset of Full USPTO retrosynthesis dataset with 1.9M reactions from patents (1976-2016). Predict the reactants needed to synthesize the given product. (1) Given the product [CH3:39][C:40]1[N:35]=[C:31]2[C:32]([CH:33]=[CH:34][C:29]([NH:28][CH2:27][C:12]3[C:11]([CH3:36])=[C:10]([CH2:9][NH:8][C:6]4[CH:5]=[CH:4][C:3]5[C:2](=[N:1][C:4]([CH3:5])=[CH:3][CH:2]=5)[N:7]=4)[C:15]([CH3:16])=[C:14]([CH2:17][NH:18][C:19]4[CH:24]=[CH:23][C:22]5[C:21](=[N:25][C:11]([CH3:12])=[CH:10][CH:9]=5)[N:20]=4)[C:13]=3[CH3:26])=[N:30]2)=[CH:42][CH:41]=1, predict the reactants needed to synthesize it. The reactants are: [NH2:1][C:2]1[N:7]=[C:6]([NH:8][CH2:9][C:10]2[C:15]([CH3:16])=[C:14]([CH2:17][NH:18][C:19]3[CH:24]=[CH:23][CH:22]=[C:21]([NH2:25])[N:20]=3)[C:13]([CH3:26])=[C:12]([CH2:27][NH:28][C:29]3[CH:34]=[CH:33][CH:32]=[C:31]([NH2:35])[N:30]=3)[C:11]=2[CH3:36])[CH:5]=[CH:4][CH:3]=1.CO[CH:39](OC)[CH2:40][C:41](=O)[CH3:42].OP(O)(O)=O. (2) Given the product [NH2:1][C:2]1[N:3]=[CH:4][C:5]2[CH2:11][N:10]([C:12]3[C:13](=[O:19])[N:14]([C:21]4[CH:29]=[CH:28][CH:27]=[C:23]([N:24]([CH3:26])[CH3:25])[CH:22]=4)[CH:15]=[CH:16][C:17]=3[CH3:18])[CH2:9][CH2:8][C:6]=2[N:7]=1, predict the reactants needed to synthesize it. The reactants are: [NH2:1][C:2]1[N:3]=[CH:4][C:5]2[CH2:11][N:10]([C:12]3[C:13](=[O:19])[NH:14][CH:15]=[CH:16][C:17]=3[CH3:18])[CH2:9][CH2:8][C:6]=2[N:7]=1.I[C:21]1[CH:22]=[C:23]([CH:27]=[CH:28][CH:29]=1)[N:24]([CH3:26])[CH3:25].CNCCNC.P([O-])([O-])([O-])=O.[K+].[K+].[K+]. (3) Given the product [F:39][C:37]([F:38])([F:40])[C:34]1[CH:33]=[CH:32][C:31]([C:19]([C:21]2[CH:22]=[CH:23][C:24]([C:27]([F:30])([F:29])[F:28])=[CH:25][CH:26]=2)([Cl:20])[C:11]2([C:14]([O:16][CH2:17][CH3:18])=[O:15])[CH2:10][CH2:9][NH:8][CH2:13][CH2:12]2)=[CH:36][CH:35]=1, predict the reactants needed to synthesize it. The reactants are: C(OC([N:8]1[CH2:13][CH2:12][C:11]([C:19]([C:31]2[CH:36]=[CH:35][C:34]([C:37]([F:40])([F:39])[F:38])=[CH:33][CH:32]=2)([C:21]2[CH:26]=[CH:25][C:24]([C:27]([F:30])([F:29])[F:28])=[CH:23][CH:22]=2)[Cl:20])([C:14]([O:16][CH2:17][CH3:18])=[O:15])[CH2:10][CH2:9]1)=O)(C)(C)C.FC(F)(F)C(O)=O.